This data is from hERG Central: cardiac toxicity at 1µM, 10µM, and general inhibition. The task is: Predict hERG channel inhibition at various concentrations. (1) The compound is CCc1cc2c(=O)n(Cc3ccco3)c(SCC(=O)N(C)C3CCS(=O)(=O)C3)nc2s1. Results: hERG_inhib (hERG inhibition (general)): blocker. (2) The molecule is COc1ccc2cc(C(c3nnnn3C3CCCC3)N3CCOCC3)c3nnnn3c2c1. Results: hERG_inhib (hERG inhibition (general)): blocker. (3) The molecule is COc1ccc(-c2noc(CCC(=O)NCCCN3CCC(Cc4ccccc4)CC3)n2)cc1. Results: hERG_inhib (hERG inhibition (general)): blocker. (4) The compound is O=C(c1ccc(CS(=O)Cc2ccc(Cl)cc2)o1)N1CCN(c2ccccn2)CC1. Results: hERG_inhib (hERG inhibition (general)): blocker. (5) Results: hERG_inhib (hERG inhibition (general)): blocker. The compound is CCn1c(CNc2ccc(F)cc2)nnc1SCC(=O)OC1CCCCC1. (6) The molecule is Cc1ccc2c(c1)NC(=O)C(CC(=O)NCCCN1CCN(c3cc(C)ccc3C)CC1)O2. Results: hERG_inhib (hERG inhibition (general)): blocker. (7) The drug is O=C(CCC(=O)N1CCN(C(=O)c2ccco2)CC1)c1ccc(F)cc1. Results: hERG_inhib (hERG inhibition (general)): blocker. (8) The compound is CSc1ccc(CN2CCCC(CO)(Cc3ccccc3)C2)cc1. Results: hERG_inhib (hERG inhibition (general)): blocker. (9) The drug is O=C(c1ccco1)N1CCN(Cc2nnc(-c3ccccc3)o2)CC1. Results: hERG_inhib (hERG inhibition (general)): blocker.